This data is from Full USPTO retrosynthesis dataset with 1.9M reactions from patents (1976-2016). The task is: Predict the reactants needed to synthesize the given product. (1) Given the product [CH2:17]([N:8]([CH2:1][C:2]1[CH:3]=[CH:4][CH:5]=[CH:6][CH:7]=1)[CH:9]1[CH2:14][CH2:13][CH2:12][CH:11]([CH2:15][O:16][CH2:31][C:32]2[N:33]=[C:34]([C:38]3[CH:39]=[C:40]([CH3:24])[CH:41]=[CH:42][CH:43]=3)[O:35][C:36]=2[CH3:37])[CH2:10]1)[C:18]1[CH:23]=[CH:22][CH:21]=[CH:20][CH:19]=1, predict the reactants needed to synthesize it. The reactants are: [CH2:1]([N:8]([CH2:17][C:18]1[CH:23]=[CH:22][CH:21]=[CH:20][CH:19]=1)[CH:9]1[CH2:14][CH2:13][CH2:12][CH:11]([CH2:15][OH:16])[CH2:10]1)[C:2]1[CH:7]=[CH:6][CH:5]=[CH:4][CH:3]=1.[CH3:24]C([O-])(C)C.[K+].I[CH2:31][C:32]1[N:33]=[C:34]([C:38]2[CH:43]=[CH:42][C:41](C)=[CH:40][CH:39]=2)[O:35][C:36]=1[CH3:37].O. (2) Given the product [O:29]1[C:28]2[CH:32]=[CH:33][C:25]([C:23]3[N:16]4[C:17]([CH:18]=[N:19][C:14]([NH:13][C:5]5[CH:4]=[C:3]([O:2][CH3:1])[C:8]([O:9][CH3:10])=[C:7]([O:11][CH3:12])[CH:6]=5)=[N:15]4)=[C:20]([CH3:21])[N:22]=3)=[CH:26][C:27]=2[O:31][CH2:30]1, predict the reactants needed to synthesize it. The reactants are: [CH3:1][O:2][C:3]1[CH:4]=[C:5]([NH:13][C:14]2[N:15]=[N:16][C:17]([CH:20]([NH:22][C:23]([C:25]3[CH:33]=[CH:32][C:28]4[O:29][CH2:30][O:31][C:27]=4[CH:26]=3)=O)[CH3:21])=[CH:18][N:19]=2)[CH:6]=[C:7]([O:11][CH3:12])[C:8]=1[O:9][CH3:10].N1C=NC=N1.P(Cl)(Cl)(Cl)=O.